From a dataset of Catalyst prediction with 721,799 reactions and 888 catalyst types from USPTO. Predict which catalyst facilitates the given reaction. (1) Reactant: [F:1][C:2]1[CH:27]=[C:26]([F:28])[CH:25]=[CH:24][C:3]=1[CH2:4][O:5][C:6]1[N:7]=[CH:8][N:9]([C:13]2[CH:14]=[C:15]([CH:20]=[CH:21][C:22]=2[CH3:23])[C:16]([O:18][CH3:19])=[O:17])[C:10](=[O:12])[CH:11]=1.ClC(Cl)C(O)=O.[I:35]N1C(=O)CCC1=O. Product: [F:1][C:2]1[CH:27]=[C:26]([F:28])[CH:25]=[CH:24][C:3]=1[CH2:4][O:5][C:6]1[N:7]=[CH:8][N:9]([C:13]2[CH:14]=[C:15]([CH:20]=[CH:21][C:22]=2[CH3:23])[C:16]([O:18][CH3:19])=[O:17])[C:10](=[O:12])[C:11]=1[I:35]. The catalyst class is: 10. (2) The catalyst class is: 5. Product: [F:33][CH:2]([F:1])[O:3][C:4]1[CH:5]=[C:6]([N:20]2[C:24]3=[N:25][CH:26]=[CH:27][CH:28]=[C:23]3[C:22]([C:29]([NH2:34])=[O:31])=[N:21]2)[CH:7]=[C:8]([C:10]#[C:11][C@:12]2([OH:19])[CH2:16][CH2:15][N:14]([CH3:17])[C:13]2=[O:18])[CH:9]=1. Reactant: [F:1][CH:2]([F:33])[O:3][C:4]1[CH:5]=[C:6]([N:20]2[C:24]3=[N:25][CH:26]=[CH:27][CH:28]=[C:23]3[C:22]([C:29]([O:31]C)=O)=[N:21]2)[CH:7]=[C:8]([C:10]#[C:11][C@:12]2([OH:19])[CH2:16][CH2:15][N:14]([CH3:17])[C:13]2=[O:18])[CH:9]=1.[NH3:34].